This data is from Full USPTO retrosynthesis dataset with 1.9M reactions from patents (1976-2016). The task is: Predict the reactants needed to synthesize the given product. The reactants are: [OH:1][C:2]1[C:3]([C:19]([C:22]2[CH:27]=[CH:26][CH:25]=[CH:24][CH:23]=2)([CH3:21])[CH3:20])=[N:4][C:5]2[C:10]([C:11]=1[C:12]([OH:14])=[O:13])=[CH:9][CH:8]=[C:7]1CCCC[C:6]=21.C(O[CH2:32][C:33](=O)[C:34](C)(C1C=CC=CC=1)C)(=O)C.C(C1C=CC=C2C=1NC(=O)C2=O)(C)C.[OH-].[Na+]. Given the product [OH:1][C:2]1[C:3]([C:19]([C:22]2[CH:27]=[CH:26][CH:25]=[CH:24][CH:23]=2)([CH3:21])[CH3:20])=[N:4][C:5]2[C:10]([C:11]=1[C:12]([OH:14])=[O:13])=[CH:9][CH:8]=[CH:7][C:6]=2[CH:33]([CH3:34])[CH3:32], predict the reactants needed to synthesize it.